This data is from Forward reaction prediction with 1.9M reactions from USPTO patents (1976-2016). The task is: Predict the product of the given reaction. (1) The product is: [O:1]([CH2:8][C:9]1[NH:10][CH:11]=[C:12]([C:14]2[CH:27]=[CH:26][C:17]([O:18][C:19]3[CH:20]=[CH:21][C:22]([NH:23][C:33]([NH2:32])=[O:34])=[CH:24][CH:25]=3)=[CH:16][CH:15]=2)[N:13]=1)[C:2]1[CH:7]=[CH:6][CH:5]=[CH:4][CH:3]=1. Given the reactants [O:1]([CH2:8][C:9]1[NH:10][CH:11]=[C:12]([C:14]2[CH:27]=[CH:26][C:17]([O:18][C:19]3[CH:25]=[CH:24][C:22]([NH2:23])=[CH:21][CH:20]=3)=[CH:16][CH:15]=2)[N:13]=1)[C:2]1[CH:7]=[CH:6][CH:5]=[CH:4][CH:3]=1.C[Si]([N:32]=[C:33]=[O:34])(C)C, predict the reaction product. (2) Given the reactants [NH2:1]/[C:2](/[C:17]#[N:18])=[C:3](\[NH:6][C:7]([NH:9][CH2:10][CH:11]1[CH2:16][CH2:15][CH2:14][CH2:13][CH2:12]1)=[O:8])/[C:4]#[N:5].N/[C:20](=[C:23](\N)/C#N)/[C:21]#N.N(CC1CCCCC1)=C=[O:29].ClCCl.[O:40]1[CH2:44][CH2:43][CH2:42][CH2:41]1, predict the reaction product. The product is: [CH:11]1([CH2:10][N:9]2[C:7](=[O:8])[NH:6][C:3]3[C:4]2=[N:5][C:41]([C:42]2[CH:23]=[CH:20][CH:21]=[C:44]([OH:40])[CH:43]=2)=[N:1][C:2]=3[C:17]([NH2:18])=[O:29])[CH2:16][CH2:15][CH2:14][CH2:13][CH2:12]1. (3) Given the reactants [CH3:1][C:2]1[C:6]([I:7])=[C:5]([CH3:8])[NH:4][N:3]=1.[H-].[Na+].CC1C=CC(S(O[CH:22]2[CH2:31][CH2:30][C:25]3([O:29][CH2:28][CH2:27][O:26]3)[CH2:24][CH2:23]2)(=O)=O)=CC=1, predict the reaction product. The product is: [O:26]1[C:25]2([CH2:30][CH2:31][CH:22]([N:3]3[C:2]([CH3:1])=[C:6]([I:7])[C:5]([CH3:8])=[N:4]3)[CH2:23][CH2:24]2)[O:29][CH2:28][CH2:27]1. (4) Given the reactants [Cl:1][C:2]1[C:6]([Cl:7])=[C:5]([CH3:8])[NH:4][C:3]=1[C:9]([NH:11][CH:12]1[CH2:17][CH2:16][N:15]([C:18]2[N:23]=[C:22]([N:24]3[CH2:29][CH2:28][NH:27][CH2:26][CH2:25]3)[N:21]=[C:20]([C:30]([O:32]C)=[O:31])[CH:19]=2)[CH2:14][CH2:13]1)=[O:10].[OH-].[Li+], predict the reaction product. The product is: [Cl:1][C:2]1[C:6]([Cl:7])=[C:5]([CH3:8])[NH:4][C:3]=1[C:9]([NH:11][CH:12]1[CH2:13][CH2:14][N:15]([C:18]2[N:23]=[C:22]([N:24]3[CH2:25][CH2:26][NH:27][CH2:28][CH2:29]3)[N:21]=[C:20]([C:30]([OH:32])=[O:31])[CH:19]=2)[CH2:16][CH2:17]1)=[O:10]. (5) Given the reactants [CH3:1][O:2][C:3]1[C:17]([O:18][CH3:19])=[CH:16][CH:15]=[CH:14][C:4]=1[CH2:5][NH:6][CH2:7][CH2:8][CH2:9][CH2:10][CH2:11][CH2:12][CH3:13].[CH2:20]([O:22][C@H:23]([C:36]([O:38][CH2:39][CH3:40])=[O:37])[CH2:24][C:25]1[CH:35]=[CH:34][C:28]([O:29][CH2:30][C:31](O)=[O:32])=[CH:27][CH:26]=1)[CH3:21].C(N(CC)C(C)C)(C)C.[B-](F)(F)(F)F.CN(C(ON1N=NC2C1=CC=CC=2)=[N+](C)C)C, predict the reaction product. The product is: [CH3:1][O:2][C:3]1[C:17]([O:18][CH3:19])=[CH:16][CH:15]=[CH:14][C:4]=1[CH2:5][N:6]([CH2:7][CH2:8][CH2:9][CH2:10][CH2:11][CH2:12][CH3:13])[C:31](=[O:32])[CH2:30][O:29][C:28]1[CH:27]=[CH:26][C:25]([CH2:24][C@H:23]([O:22][CH2:20][CH3:21])[C:36]([O:38][CH2:39][CH3:40])=[O:37])=[CH:35][CH:34]=1. (6) Given the reactants [CH3:1][O:2][CH2:3][CH2:4][O:5][C:6]1[CH:11]=[CH:10][C:9]([C:12]2[N:13]=[C:14]3[CH:19]=[CH:18][C:17]([O:20][CH2:21][CH2:22][CH3:23])=[N:16][N:15]3[CH:24]=2)=[CH:8][CH:7]=1.[I:25]N1C(=O)CCC1=O, predict the reaction product. The product is: [CH3:1][O:2][CH2:3][CH2:4][O:5][C:6]1[CH:11]=[CH:10][C:9]([C:12]2[N:13]=[C:14]3[CH:19]=[CH:18][C:17]([O:20][CH2:21][CH2:22][CH3:23])=[N:16][N:15]3[C:24]=2[I:25])=[CH:8][CH:7]=1. (7) Given the reactants [O:1]=[CH:2][C@H:3]([C@H:5]([C@H:7]([CH2:9][OH:10])[OH:8])[OH:6])[OH:4].Cl.C(O[C:16](=[O:18])[CH3:17])(=O)C.S(=O)(=O)(O)O.[C:24]([OH:27])(=O)[CH3:25], predict the reaction product. The product is: [C:2]([O:1][C@H:2]1[O:8][C@@H:7]([CH2:9][O:10][C:16](=[O:18])[CH3:17])[C@H:5]([O:6][C:24](=[O:27])[CH3:25])[C@@H:3]1[O:4][C:5](=[O:6])[CH3:7])(=[O:1])[CH3:3].